Dataset: Forward reaction prediction with 1.9M reactions from USPTO patents (1976-2016). Task: Predict the product of the given reaction. Given the reactants [Cl:1][C:2]1[O:12][C:5]2=[C:6]([NH2:11])[N:7]=[CH:8][C:9](I)=[C:4]2[C:3]=1[CH3:13].CC1(C)C(C)(C)OB([C:22]2[CH:23]=[N:24][N:25]([CH:27]3[CH2:32][CH2:31][N:30]([C:33]([O:35][C:36]([CH3:39])([CH3:38])[CH3:37])=[O:34])[CH2:29][CH2:28]3)[CH:26]=2)O1.C([O-])([O-])=O.[Cs+].[Cs+].C1(P(C2CCCCC2)C2C=CC=CC=2C2C(C(C)C)=CC(C(C)C)=CC=2C(C)C)CCCCC1, predict the reaction product. The product is: [NH2:11][C:6]1[N:7]=[CH:8][C:9]([C:22]2[CH:23]=[N:24][N:25]([CH:27]3[CH2:28][CH2:29][N:30]([C:33]([O:35][C:36]([CH3:39])([CH3:38])[CH3:37])=[O:34])[CH2:31][CH2:32]3)[CH:26]=2)=[C:4]2[C:3]([CH3:13])=[C:2]([Cl:1])[O:12][C:5]=12.